Task: Regression. Given two drug SMILES strings and cell line genomic features, predict the synergy score measuring deviation from expected non-interaction effect.. Dataset: NCI-60 drug combinations with 297,098 pairs across 59 cell lines (1) Synergy scores: CSS=33.7, Synergy_ZIP=-4.34, Synergy_Bliss=-2.44, Synergy_Loewe=-7.48, Synergy_HSA=-0.255. Drug 1: CCN(CC)CCNC(=O)C1=C(NC(=C1C)C=C2C3=C(C=CC(=C3)F)NC2=O)C. Cell line: U251. Drug 2: CC1C(C(CC(O1)OC2CC(CC3=C2C(=C4C(=C3O)C(=O)C5=C(C4=O)C(=CC=C5)OC)O)(C(=O)CO)O)N)O.Cl. (2) Drug 1: C1=CC(=CC=C1C#N)C(C2=CC=C(C=C2)C#N)N3C=NC=N3. Drug 2: C1C(C(OC1N2C=NC(=NC2=O)N)CO)O. Cell line: MDA-MB-435. Synergy scores: CSS=1.13, Synergy_ZIP=1.54, Synergy_Bliss=0.793, Synergy_Loewe=-2.30, Synergy_HSA=-2.31. (3) Drug 1: CN1CCC(CC1)COC2=C(C=C3C(=C2)N=CN=C3NC4=C(C=C(C=C4)Br)F)OC. Drug 2: C1=CC(=CC=C1CCC2=CNC3=C2C(=O)NC(=N3)N)C(=O)NC(CCC(=O)O)C(=O)O. Cell line: HCC-2998. Synergy scores: CSS=37.4, Synergy_ZIP=4.50, Synergy_Bliss=5.31, Synergy_Loewe=-2.50, Synergy_HSA=7.09. (4) Drug 1: COC1=C(C=C2C(=C1)N=CN=C2NC3=CC(=C(C=C3)F)Cl)OCCCN4CCOCC4. Drug 2: CC(C)(C#N)C1=CC(=CC(=C1)CN2C=NC=N2)C(C)(C)C#N. Cell line: SNB-75. Synergy scores: CSS=29.1, Synergy_ZIP=-7.95, Synergy_Bliss=0.889, Synergy_Loewe=1.85, Synergy_HSA=2.17. (5) Drug 1: C1CC(=O)NC(=O)C1N2CC3=C(C2=O)C=CC=C3N. Drug 2: CC1C(C(CC(O1)OC2CC(CC3=C2C(=C4C(=C3O)C(=O)C5=CC=CC=C5C4=O)O)(C(=O)C)O)N)O. Cell line: NCIH23. Synergy scores: CSS=33.3, Synergy_ZIP=-1.05, Synergy_Bliss=-2.96, Synergy_Loewe=-23.5, Synergy_HSA=-2.49. (6) Synergy scores: CSS=16.6, Synergy_ZIP=-2.43, Synergy_Bliss=7.28, Synergy_Loewe=6.61, Synergy_HSA=6.61. Drug 1: CC1C(C(CC(O1)OC2CC(CC3=C2C(=C4C(=C3O)C(=O)C5=C(C4=O)C(=CC=C5)OC)O)(C(=O)CO)O)N)O.Cl. Drug 2: C1CCC(CC1)NC(=O)N(CCCl)N=O. Cell line: SK-MEL-5. (7) Drug 1: CC1=C2C(C(=O)C3(C(CC4C(C3C(C(C2(C)C)(CC1OC(=O)C(C(C5=CC=CC=C5)NC(=O)OC(C)(C)C)O)O)OC(=O)C6=CC=CC=C6)(CO4)OC(=O)C)OC)C)OC. Drug 2: CCCS(=O)(=O)NC1=C(C(=C(C=C1)F)C(=O)C2=CNC3=C2C=C(C=N3)C4=CC=C(C=C4)Cl)F. Cell line: KM12. Synergy scores: CSS=41.8, Synergy_ZIP=4.04, Synergy_Bliss=1.35, Synergy_Loewe=-38.2, Synergy_HSA=0.00810. (8) Drug 1: CN1C(=O)N2C=NC(=C2N=N1)C(=O)N. Drug 2: CC1CCC2CC(C(=CC=CC=CC(CC(C(=O)C(C(C(=CC(C(=O)CC(OC(=O)C3CCCCN3C(=O)C(=O)C1(O2)O)C(C)CC4CCC(C(C4)OC)O)C)C)O)OC)C)C)C)OC. Synergy scores: CSS=11.3, Synergy_ZIP=3.05, Synergy_Bliss=5.82, Synergy_Loewe=-31.1, Synergy_HSA=-1.33. Cell line: SK-OV-3. (9) Drug 1: CC1=C(C(CCC1)(C)C)C=CC(=CC=CC(=CC(=O)O)C)C. Drug 2: CN(C(=O)NC(C=O)C(C(C(CO)O)O)O)N=O. Cell line: MOLT-4. Synergy scores: CSS=3.18, Synergy_ZIP=0.0276, Synergy_Bliss=0.0618, Synergy_Loewe=4.57, Synergy_HSA=-0.804.